Dataset: Reaction yield outcomes from USPTO patents with 853,638 reactions. Task: Predict the reaction yield, written as a fraction of the theoretical maximum amount of product (1.0 means a 100% yield; for example, 0.34 means a 34% yield). (1) The reactants are [C:1]([Si:3]([CH3:6])([CH3:5])[CH3:4])#[CH:2].[C:7]([Si:11]([O:14][CH2:15][C:16]1[CH:21]=[CH:20][C:19](I)=[CH:18][CH:17]=1)([CH3:13])[CH3:12])([CH3:10])([CH3:9])[CH3:8].N(C(C)C)C(C)C. The catalyst is C1COCC1.Cl[Pd](Cl)([P](C1C=CC=CC=1)(C1C=CC=CC=1)C1C=CC=CC=1)[P](C1C=CC=CC=1)(C1C=CC=CC=1)C1C=CC=CC=1.[Cu]I. The product is [C:7]([Si:11]([CH3:13])([CH3:12])[O:14][CH2:15][C:16]1[CH:17]=[CH:18][C:19]([C:2]#[C:1][Si:3]([CH3:6])([CH3:5])[CH3:4])=[CH:20][CH:21]=1)([CH3:10])([CH3:9])[CH3:8]. The yield is 0.870. (2) The product is [CH3:1][C:2]1[CH:3]=[C:4]([C:9]2[C:14]([CH:15]([CH2:20][CH2:21][CH3:22])[C:16]([OH:18])=[O:17])=[C:13]([CH3:23])[N:12]=[C:11]([C:24]3[CH:25]=[CH:26][CH:27]=[CH:28][CH:29]=3)[N:10]=2)[CH:5]=[CH:6][C:7]=1[CH3:8]. The yield is 0.810. The reactants are [CH3:1][C:2]1[CH:3]=[C:4]([C:9]2[C:14]([CH:15]([CH2:20][CH2:21][CH3:22])[C:16]([O:18]C)=[O:17])=[C:13]([CH3:23])[N:12]=[C:11]([C:24]3[CH:29]=[CH:28][CH:27]=[CH:26][CH:25]=3)[N:10]=2)[CH:5]=[CH:6][C:7]=1[CH3:8].[OH-].[Na+]. The catalyst is CO. (3) The reactants are [O:1]=[C:2]1[CH2:9][CH:8]2[N:10](C(OC(C)(C)C)=O)[CH:4]([CH2:5][O:6][CH2:7]2)[CH2:3]1.C(O[CH:23](N(C)C)[N:24](C)C)(C)(C)C.NO.Cl.Cl. The catalyst is O1CCOCC1. The product is [CH:8]12[NH:10][CH:4]([CH2:5][O:6][CH2:7]1)[CH2:3][C:2]1[O:1][N:24]=[CH:23][C:9]2=1. The yield is 1.00. (4) The yield is 0.930. The product is [Cl:32][C:33]1[CH:34]=[C:35]2[C:40](=[CH:41][CH:42]=1)[N:39]([C@H:11]1[CH2:15][CH2:14][O:13][C:12]1=[O:16])[CH2:38][CH2:37][CH2:36]2. The catalyst is ClCCl.C(OC(=O)C)C. The reactants are C(N(C(C)C)CC)(C)C.O[C@@H:11]1[CH2:15][CH2:14][O:13][C:12]1=[O:16].FC(F)(F)S(OS(C(F)(F)F)(=O)=O)(=O)=O.[Cl:32][C:33]1[CH:34]=[C:35]2[C:40](=[CH:41][CH:42]=1)[NH:39][CH2:38][CH2:37][CH2:36]2.